This data is from Full USPTO retrosynthesis dataset with 1.9M reactions from patents (1976-2016). The task is: Predict the reactants needed to synthesize the given product. (1) Given the product [N:34]1([O:35][C:18]2[N:17]=[C:16]([NH:15][CH2:14][CH:11]3[CH2:10][CH2:9][N:8]([C:6]([O:5][C:1]([CH3:4])([CH3:3])[CH3:2])=[O:7])[CH2:13][CH2:12]3)[C:21]([C:22](=[O:24])[NH2:40])=[CH:20][N:19]=2)[C:29]2[CH:28]=[CH:27][CH:26]=[CH:31][C:30]=2[N:32]=[N:33]1, predict the reactants needed to synthesize it. The reactants are: [C:1]([O:5][C:6]([N:8]1[CH2:13][CH2:12][CH:11]([CH2:14][NH:15][C:16]2[C:21]([C:22]([OH:24])=O)=[CH:20][N:19]=[C:18](Cl)[N:17]=2)[CH2:10][CH2:9]1)=[O:7])([CH3:4])([CH3:3])[CH3:2].[CH:26]1[CH:27]=[CH:28][C:29]2[N:34]([OH:35])[N:33]=[N:32][C:30]=2[CH:31]=1.C(Cl)CCl.[NH3:40]. (2) Given the product [C:14]1([C:15]([C:16]2[CH:26]=[CH:25][NH:12][CH:11]=2)=[O:17])[C:36]2[C:30](=[CH:31][CH:32]=[CH:34][CH:35]=2)[CH:29]=[CH:28][CH:27]=1, predict the reactants needed to synthesize it. The reactants are: S([CH2:11][N+:12]#[C-])(C1C=CC(C)=CC=1)(=O)=O.[CH3:14][C:15](C)([O-:17])[CH3:16].[K+].O.C(O[CH2:25][CH3:26])(=O)C.[CH3:27][CH2:28][CH2:29][CH2:30][CH2:31][CH3:32].O1C[CH2:36][CH2:35][CH2:34]1. (3) Given the product [F:21][C:22]1[CH:23]=[CH:24][C:25]([CH:28]([CH2:32][CH:33]=[CH2:34])[C:29]([N:18]=[C:17]([S:19][CH3:20])[NH:16][C:6]2[CH:7]=[CH:8][C:9]([N:10]3[CH:14]=[N:13][C:12]([CH3:15])=[N:11]3)=[C:4]([O:3][CH3:2])[CH:5]=2)=[O:30])=[CH:26][CH:27]=1, predict the reactants needed to synthesize it. The reactants are: I.[CH3:2][O:3][C:4]1[CH:5]=[C:6]([NH:16][C:17]([S:19][CH3:20])=[NH:18])[CH:7]=[CH:8][C:9]=1[N:10]1[CH:14]=[N:13][C:12]([CH3:15])=[N:11]1.[F:21][C:22]1[CH:27]=[CH:26][C:25]([CH:28]([CH2:32][CH:33]=[CH2:34])[C:29](O)=[O:30])=[CH:24][CH:23]=1. (4) Given the product [Cl:11][C:8]1[CH:9]=[CH:10][C:5]2[N:6]([C:2]([CH:26]([C:22]3[CH:21]=[C:20]4[C:25](=[CH:24][CH:23]=3)[N:17]([CH3:16])[N:18]=[CH:19]4)[OH:27])=[CH:3][N:4]=2)[N:7]=1, predict the reactants needed to synthesize it. The reactants are: Br[C:2]1[N:6]2[N:7]=[C:8]([Cl:11])[CH:9]=[CH:10][C:5]2=[N:4][CH:3]=1.C([Mg]Br)C.[CH3:16][N:17]1[C:25]2[C:20](=[CH:21][C:22]([CH:26]=[O:27])=[CH:23][CH:24]=2)[CH:19]=[N:18]1. (5) Given the product [CH2:10]([C@H:13]1[C@H:17]([CH3:18])[O:16][C:15]([CH3:19])([CH3:20])[N:14]1[C:21]([O:23][C:24]([CH3:25])([CH3:27])[CH3:26])=[O:22])[CH:11]=[CH2:12], predict the reactants needed to synthesize it. The reactants are: CN(C=O)C.C(O[CH:10]([C@H:13]1[C@H:17]([CH3:18])[O:16][C:15]([CH3:20])([CH3:19])[N:14]1[C:21]([O:23][C:24]([CH3:27])([CH3:26])[CH3:25])=[O:22])[CH:11]=[CH2:12])(=O)C.C([O-])=O.[Na+].C(N(CC)CC)C. (6) Given the product [CH3:25][C:8]1([NH:7][C:6](=[O:26])[O:5][C:1]([CH3:4])([CH3:3])[CH3:2])[CH2:9][NH:10][CH2:11]1, predict the reactants needed to synthesize it. The reactants are: [C:1]([O:5][C:6](=[O:26])[NH:7][C:8]1([CH3:25])[CH2:11][N:10](C(C2C=CC=CC=2)C2C=CC=CC=2)[CH2:9]1)([CH3:4])([CH3:3])[CH3:2]. (7) Given the product [CH3:12][O:8][C:7](=[O:9])[C:6]1[CH:10]=[C:2]([Br:1])[CH:3]=[CH:4][C:5]=1[CH3:11], predict the reactants needed to synthesize it. The reactants are: [Br:1][C:2]1[CH:3]=[CH:4][C:5]([CH3:11])=[C:6]([CH:10]=1)[C:7]([OH:9])=[O:8].[C:12]([O-])([O-])=O.[K+].[K+].CI. (8) The reactants are: [N:1]1[CH:6]=[CH:5][CH:4]=[CH:3][C:2]=1[CH:7]([OH:32])[C@@H:8]1[CH2:12][CH2:11][CH2:10][N:9]1[C:13](=[O:31])[C@H:14]([CH:28]([CH3:30])[CH3:29])[NH:15][C:16](=[O:27])[C@H:17]([CH3:26])[NH:18][C:19]([O:21][C:22]([CH3:25])([CH3:24])[CH3:23])=[O:20].C(Cl)(=O)C(Cl)=O.CS(C)=O. Given the product [N:1]1[CH:6]=[CH:5][CH:4]=[CH:3][C:2]=1[C:7]([C@@H:8]1[CH2:12][CH2:11][CH2:10][N:9]1[C:13](=[O:31])[C@H:14]([CH:28]([CH3:30])[CH3:29])[NH:15][C:16](=[O:27])[C@H:17]([CH3:26])[NH:18][C:19]([O:21][C:22]([CH3:24])([CH3:25])[CH3:23])=[O:20])=[O:32], predict the reactants needed to synthesize it. (9) Given the product [Cl:8][C:7]1[C:2]([N:15]2[CH2:16][CH2:17][N:12]([CH3:11])[C:13](=[O:18])[CH2:14]2)=[CH:3][C:4](=[O:10])[N:5]([CH3:9])[N:6]=1, predict the reactants needed to synthesize it. The reactants are: Cl[C:2]1[C:7]([Cl:8])=[N:6][N:5]([CH3:9])[C:4](=[O:10])[CH:3]=1.[CH3:11][N:12]1[CH2:17][CH2:16][NH:15][CH2:14][C:13]1=[O:18].Cl.C(N(CC)CC)C. (10) Given the product [CH3:1][C:2]1([CH3:10])[CH2:7][CH2:6][CH2:5][C:4]([CH:8]([OH:9])[C:12]([CH3:11])=[CH:13][CH3:14])=[CH:3]1, predict the reactants needed to synthesize it. The reactants are: [CH3:1][C:2]1([CH3:10])[CH2:7][CH2:6][CH2:5][C:4]([CH:8]=[O:9])=[CH:3]1.[CH3:11][C:12]([Mg]Br)=[CH:13][CH3:14].